From a dataset of Catalyst prediction with 721,799 reactions and 888 catalyst types from USPTO. Predict which catalyst facilitates the given reaction. (1) Reactant: C(OC([N:8]([CH2:34][C@@H:35]([C:37]1[CH:42]=[CH:41][CH:40]=[C:39]([Cl:43])[CH:38]=1)[OH:36])[C@H:9]([CH3:33])[CH2:10][C:11]1[CH:16]=[CH:15][C:14]([S:17]([C:20]2[CH:28]=[CH:27][CH:26]=[C:25]([O:29]COC)[C:21]=2[C:22]([OH:24])=[O:23])(=[O:19])=[O:18])=[CH:13][CH:12]=1)=O)(C)(C)C.Cl. Product: [ClH:43].[Cl:43][C:39]1[CH:38]=[C:37]([C@@H:35]([OH:36])[CH2:34][NH:8][C@H:9]([CH3:33])[CH2:10][C:11]2[CH:12]=[CH:13][C:14]([S:17]([C:20]3[CH:28]=[CH:27][CH:26]=[C:25]([OH:29])[C:21]=3[C:22]([OH:24])=[O:23])(=[O:18])=[O:19])=[CH:15][CH:16]=2)[CH:42]=[CH:41][CH:40]=1. The catalyst class is: 12. (2) Reactant: [CH:1]([Si:4]([CH:20]([CH3:22])[CH3:21])([CH:17]([CH3:19])[CH3:18])[O:5][CH2:6][C:7]1[CH:8]=[C:9]([C:13](O)([CH3:15])[CH3:14])[CH:10]=[N:11][CH:12]=1)([CH3:3])[CH3:2].C(N(S(F)(F)[F:29])CC)C. Product: [F:29][C:13]([C:9]1[CH:10]=[N:11][CH:12]=[C:7]([CH2:6][O:5][Si:4]([CH:20]([CH3:22])[CH3:21])([CH:17]([CH3:19])[CH3:18])[CH:1]([CH3:3])[CH3:2])[CH:8]=1)([CH3:15])[CH3:14]. The catalyst class is: 2. (3) Reactant: [C:1]([O:5][C:6]([N:8]1[CH2:13][C@H:12]([CH2:14][O:15][CH3:16])[NH:11][CH2:10][C@H:9]1[CH3:17])=[O:7])([CH3:4])([CH3:3])[CH3:2].C(=O)([O-])[O-].[K+].[K+].C(#N)C.Br[CH2:28][C:29]([O:31][CH2:32][C:33]1[CH:38]=[CH:37][CH:36]=[CH:35][CH:34]=1)=[O:30]. Product: [C:1]([O:5][C:6]([N:8]1[CH2:13][C@H:12]([CH2:14][O:15][CH3:16])[N:11]([CH2:28][C:29]([O:31][CH2:32][C:33]2[CH:38]=[CH:37][CH:36]=[CH:35][CH:34]=2)=[O:30])[CH2:10][C@H:9]1[CH3:17])=[O:7])([CH3:4])([CH3:3])[CH3:2]. The catalyst class is: 22. (4) Reactant: [CH3:1][Si]([N-][Si](C)(C)C)(C)C.[Li+].[CH3:11][CH2:12][CH2:13][CH2:14][CH2:15]C.[C:17]([OH:29])(=O)[CH2:18][C:19]([CH2:24][C:25](O)=O)([C:21]([OH:23])=[O:22])O. Product: [OH:29][CH:17]1[CH:18]2[C:19]([C:21](=[O:22])[O:23][CH2:1]2)=[CH:24][CH:25]2[CH:11]1[CH2:12][CH2:13][CH2:14][CH2:15]2. The catalyst class is: 7. (5) Reactant: [C:1]([O:5][C@@H:6]([C:12]1[C:13]([CH3:43])=[N:14][C:15]2[N:16]([N:26]=[C:27]([C:29](=O)[NH:30][CH2:31][C:32](=[O:41])[CH2:33][C:34]3[CH:39]=[CH:38][C:37]([F:40])=[CH:36][CH:35]=3)[CH:28]=2)[C:17]=1[C:18]1[CH2:23][CH2:22][C:21]([CH3:25])([CH3:24])[CH2:20][CH:19]=1)[C:7]([O:9][CH2:10][CH3:11])=[O:8])([CH3:4])([CH3:3])[CH3:2].C1C=CC(P(C2C=CC=CC=2)C2C=CC=CC=2)=CC=1.C(Cl)(Cl)(Cl)Cl. Product: [C:1]([O:5][C@@H:6]([C:12]1[C:13]([CH3:43])=[N:14][C:15]2[N:16]([N:26]=[C:27]([C:29]3[O:41][C:32]([CH2:33][C:34]4[CH:35]=[CH:36][C:37]([F:40])=[CH:38][CH:39]=4)=[CH:31][N:30]=3)[CH:28]=2)[C:17]=1[C:18]1[CH2:23][CH2:22][C:21]([CH3:25])([CH3:24])[CH2:20][CH:19]=1)[C:7]([O:9][CH2:10][CH3:11])=[O:8])([CH3:4])([CH3:2])[CH3:3]. The catalyst class is: 10. (6) The catalyst class is: 3. Reactant: [C:1]([CH:3]1[CH2:6][N:5]([C:7](=[O:40])[C@H:8]([NH:10][C:11]([C:13]2[C:21]3[C:16](=[N:17][CH:18]=[C:19]([C:22]4[C:30]5[C:25](=[CH:26][C:27]([Cl:31])=[CH:28][CH:29]=5)[NH:24][N:23]=4)[N:20]=3)[N:15]([CH2:32][O:33][CH2:34][CH2:35][Si:36]([CH3:39])([CH3:38])[CH3:37])[CH:14]=2)=[O:12])[CH3:9])[CH2:4]1)#[N:2].[H-].[Na+].[CH2:43](Br)[CH:44]=[CH2:45]. Product: [C:1]([CH:3]1[CH2:6][N:5]([C:7](=[O:40])[C@H:8]([NH:10][C:11]([C:13]2[C:21]3[C:16](=[N:17][CH:18]=[C:19]([C:22]4[C:30]5[C:25](=[CH:26][C:27]([Cl:31])=[CH:28][CH:29]=5)[N:24]([CH2:45][CH:44]=[CH2:43])[N:23]=4)[N:20]=3)[N:15]([CH2:32][O:33][CH2:34][CH2:35][Si:36]([CH3:39])([CH3:38])[CH3:37])[CH:14]=2)=[O:12])[CH3:9])[CH2:4]1)#[N:2]. (7) Reactant: [F:1][C:2]([F:17])([F:16])[C:3]1[C:11]2[CH2:10][CH2:9][CH2:8][CH2:7][C:6]=2[N:5]([CH2:12][C:13]([OH:15])=O)[N:4]=1.C(Cl)(=O)C(Cl)=O.[NH2:24][C:25]1[CH:34]=[CH:33][CH:32]=[CH:31][C:26]=1[C:27]([NH:29][CH3:30])=[O:28].O. Product: [CH3:30][NH:29][C:27](=[O:28])[C:26]1[CH:31]=[CH:32][CH:33]=[CH:34][C:25]=1[NH:24][C:13](=[O:15])[CH2:12][N:5]1[C:6]2[CH2:7][CH2:8][CH2:9][CH2:10][C:11]=2[C:3]([C:2]([F:1])([F:17])[F:16])=[N:4]1. The catalyst class is: 213. (8) Reactant: Cl.[CH:2]1[C:11]2[C:6](=[CH:7][CH:8]=[CH:9][CH:10]=2)[CH:5]=[CH:4][C:3]=1[CH2:12][N:13]1[C:21]2[C:20](=[O:22])[NH:19][C:18]([NH2:23])=[N:17][C:16]=2[N:15]=[CH:14]1.[CH:24]1[C:33]2[C:28](=[CH:29][CH:30]=[CH:31][CH:32]=2)[CH:27]=[CH:26][C:25]=1[CH2:34]Br. Product: [NH2:23][C:18]1[N:17]([CH2:34][C:25]2[CH:26]=[CH:27][C:28]3[C:33](=[CH:32][CH:31]=[CH:30][CH:29]=3)[CH:24]=2)[C:16]2[N:15]=[CH:14][N:13]([CH2:12][C:3]3[CH:4]=[CH:5][C:6]4[C:11](=[CH:10][CH:9]=[CH:8][CH:7]=4)[CH:2]=3)[C:21]=2[C:20](=[O:22])[N:19]=1. The catalyst class is: 80. (9) Reactant: [NH2:1][CH:2]([C:24]1[C:33]2[C:28](=[CH:29][CH:30]=[C:31]([O:34][CH3:35])[CH:32]=2)[N:27]=[CH:26][C:25]=1[F:36])[CH2:3][CH2:4][CH:5]1[CH2:10][CH2:9][N:8]([CH2:11][CH2:12][S:13][C:14]2[S:15][CH:16]=[CH:17][CH:18]=2)[CH2:7][CH:6]1[CH2:19][C:20]([O:22]C)=[O:21].[OH-].[Na+].O1CCOCC1. Product: [NH2:1][CH:2]([C:24]1[C:33]2[C:28](=[CH:29][CH:30]=[C:31]([O:34][CH3:35])[CH:32]=2)[N:27]=[CH:26][C:25]=1[F:36])[CH2:3][CH2:4][CH:5]1[CH2:10][CH2:9][N:8]([CH2:11][CH2:12][S:13][C:14]2[S:15][CH:16]=[CH:17][CH:18]=2)[CH2:7][CH:6]1[CH2:19][C:20]([OH:22])=[O:21]. The catalyst class is: 6.